Dataset: Catalyst prediction with 721,799 reactions and 888 catalyst types from USPTO. Task: Predict which catalyst facilitates the given reaction. (1) Reactant: [Br:1][C:2]1[C:3]([C:15](=[O:17])[NH2:16])=[N:4][N:5]([CH2:7][C:8]([O:10]C(C)(C)C)=[O:9])[CH:6]=1.C(O)(C(F)(F)F)=O. Product: [Br:1][C:2]1[C:3]([C:15](=[O:17])[NH2:16])=[N:4][N:5]([CH2:7][C:8]([OH:10])=[O:9])[CH:6]=1. The catalyst class is: 2. (2) Reactant: [F:1][C:2]([F:15])([F:14])[C:3]([C:5]1[CH:10]=[CH:9][C:8]([N+:11]([O-])=O)=[CH:7][CH:6]=1)=[O:4].[Sn](Cl)Cl.[OH-].[Na+]. Product: [NH2:11][C:8]1[CH:9]=[CH:10][C:5]([C:3](=[O:4])[C:2]([F:1])([F:14])[F:15])=[CH:6][CH:7]=1. The catalyst class is: 126. (3) Reactant: [CH3:1][O:2][C:3]1[N:4]=[N:5][C:6]([S:9][C:10]2[NH:11][C:12]3[C:17]([CH:18]=2)=[CH:16][CH:15]=[CH:14][CH:13]=3)=[CH:7][CH:8]=1.[Cl:19]N1C(=O)CCC1=O. Product: [CH3:1][O:2][C:3]1[N:4]=[N:5][C:6]([S:9][C:10]2[NH:11][C:12]3[C:17]([C:18]=2[Cl:19])=[CH:16][CH:15]=[CH:14][CH:13]=3)=[CH:7][CH:8]=1. The catalyst class is: 5. (4) Reactant: Cl[C:2]1[C:7]([C:8]#[C:9][CH2:10][CH2:11][CH2:12][N:13]2[C:21](=[O:22])[C:20]3[C:15](=[CH:16][CH:17]=[CH:18][CH:19]=3)[C:14]2=[O:23])=[CH:6][N:5]=[C:4]([NH:24][C:25]2[CH:30]=[CH:29][CH:28]=[C:27]([F:31])[CH:26]=2)[N:3]=1.C(N(CC)CC)C.[CH3:39][O:40][CH2:41][CH2:42][CH2:43][NH2:44].C(OCC)(=O)C. Product: [F:31][C:27]1[CH:26]=[C:25]([NH:24][C:4]2[N:3]=[C:2]([NH:44][CH2:43][CH2:42][CH2:41][O:40][CH3:39])[C:7]([C:8]#[C:9][CH2:10][CH2:11][CH2:12][N:13]3[C:21](=[O:22])[C:20]4[C:15](=[CH:16][CH:17]=[CH:18][CH:19]=4)[C:14]3=[O:23])=[CH:6][N:5]=2)[CH:30]=[CH:29][CH:28]=1. The catalyst class is: 38. (5) The catalyst class is: 2. Product: [CH2:1]([O:3][C:4]([C:6]1([NH:15][C:16]([C:18]2[CH:27]=[C:26]([F:28])[C:25]3[C:20](=[CH:21][CH:22]=[CH:23][CH:24]=3)[C:19]=2[O:29][CH:30]2[CH2:33][CH2:32][CH2:31]2)=[O:17])[CH2:7][C:8]2[C:13](=[CH:12][CH:11]=[CH:10][CH:9]=2)[CH2:14]1)=[O:5])[CH3:2]. Reactant: [CH2:1]([O:3][C:4]([C:6]1([NH:15][C:16]([C:18]2[CH:27]=[C:26]([F:28])[C:25]3[C:20](=[CH:21][CH:22]=[CH:23][CH:24]=3)[C:19]=2[OH:29])=[O:17])[CH2:14][C:13]2[C:8](=[CH:9][CH:10]=[CH:11][CH:12]=2)[CH2:7]1)=[O:5])[CH3:2].[CH:30]1(O)[CH2:33][CH2:32][CH2:31]1. (6) Product: [CH3:1][O:2][C:3]1[CH:10]=[CH:19][C:17]([N:13]([CH3:11])[C:14]([N:47]2[CH2:46][CH2:45][CH:44]([C:42](=[O:43])[C:36]3[CH:37]=[CH:38][C:39]([O:40][CH3:41])=[C:34]([F:33])[CH:35]=3)[CH2:49][CH2:48]2)=[O:23])=[CH:18][CH:4]=1. The catalyst class is: 2. Reactant: [CH3:1][O:2][C:3]1[CH:10]=CC(NC)=C[CH:4]=1.[CH2:11]([N:13]([CH:17]([CH3:19])[CH3:18])[CH:14](C)C)C.ClC(Cl)([O:23]C(=O)OC(Cl)(Cl)Cl)Cl.Cl.[F:33][C:34]1[CH:35]=[C:36]([C:42]([CH:44]2[CH2:49][CH2:48][NH:47][CH2:46][CH2:45]2)=[O:43])[CH:37]=[CH:38][C:39]=1[O:40][CH3:41]. (7) Reactant: C[O:2][C:3]1[CH:34]=[CH:33][C:6]([O:7][CH:8]2[CH2:11][N:10]([C:12]([CH3:32])([CH3:31])[CH2:13][CH2:14][C:15]([C:25]3[CH:30]=[CH:29][CH:28]=[CH:27][CH:26]=3)([C:19]3[CH:24]=[CH:23][CH:22]=[CH:21][CH:20]=3)[C:16]([NH2:18])=[O:17])[CH2:9]2)=[CH:5][CH:4]=1.B(Br)(Br)Br. Product: [OH:2][C:3]1[CH:4]=[CH:5][C:6]([O:7][CH:8]2[CH2:11][N:10]([C:12]([CH3:31])([CH3:32])[CH2:13][CH2:14][C:15]([C:25]3[CH:26]=[CH:27][CH:28]=[CH:29][CH:30]=3)([C:19]3[CH:24]=[CH:23][CH:22]=[CH:21][CH:20]=3)[C:16]([NH2:18])=[O:17])[CH2:9]2)=[CH:33][CH:34]=1. The catalyst class is: 4.